Dataset: Forward reaction prediction with 1.9M reactions from USPTO patents (1976-2016). Task: Predict the product of the given reaction. Given the reactants CO.[C:3]([O:7][C:8](=[O:33])[N:9]([CH2:22][C:23]1[CH:32]=[CH:31][C:26]2[O:27][CH2:28][CH2:29][O:30][C:25]=2[CH:24]=1)[CH:10]1[CH2:15][CH2:14][N:13](C(=O)C(F)(F)F)[CH2:12][CH2:11]1)([CH3:6])([CH3:5])[CH3:4].C(=O)([O-])[O-].[K+].[K+], predict the reaction product. The product is: [C:3]([O:7][C:8](=[O:33])[N:9]([CH2:22][C:23]1[CH:32]=[CH:31][C:26]2[O:27][CH2:28][CH2:29][O:30][C:25]=2[CH:24]=1)[CH:10]1[CH2:15][CH2:14][NH:13][CH2:12][CH2:11]1)([CH3:6])([CH3:4])[CH3:5].